Dataset: Forward reaction prediction with 1.9M reactions from USPTO patents (1976-2016). Task: Predict the product of the given reaction. Given the reactants [Cl:1][C:2]1[CH:9]=[C:8]([C:10]([F:13])([F:12])[F:11])[CH:7]=[CH:6][C:3]=1[CH2:4]Br.[H-].[Na+].[F:16][C:17]([F:26])([F:25])[CH2:18][CH2:19][CH:20]([C:23]#[N:24])[C:21]#[N:22], predict the reaction product. The product is: [Cl:1][C:2]1[CH:9]=[C:8]([C:10]([F:13])([F:12])[F:11])[CH:7]=[CH:6][C:3]=1[CH2:4][C:20]([CH2:19][CH2:18][C:17]([F:16])([F:25])[F:26])([C:21]#[N:22])[C:23]#[N:24].